From a dataset of Hepatocyte clearance measurements from AstraZeneca. Regression/Classification. Given a drug SMILES string, predict its absorption, distribution, metabolism, or excretion properties. Task type varies by dataset: regression for continuous measurements (e.g., permeability, clearance, half-life) or binary classification for categorical outcomes (e.g., BBB penetration, CYP inhibition). For this dataset (clearance_hepatocyte_az), we predict log10(clearance) (log10 of the in vitro intrinsic clearance, CLint, in uL/min per 10^6 hepatocytes; values are censored to the assay range of 3 to 150, which is 0.477 to 2.18 on this log10 scale). (1) The molecule is N#CC1(NC(=O)[C@@H]2CCCC[C@H]2C(=O)N2CCc3[nH]c4ccc(F)cc4c3C2)CC1. The log10(clearance) is 1.62. (2) The drug is CN(C)CCNc1cc(-c2ccccc2)nc2cc(-c3ccc(F)cc3)nn12. The log10(clearance) is 1.38. (3) The molecule is CC(C)NCC(O)COc1cccc2[nH]ccc12. The log10(clearance) is 2.18. (4) The molecule is CNc1nc(C)c(-c2nc(Nc3cccc(N4CCCNCC4)c3)ncc2C#N)s1. The log10(clearance) is 1.29. (5) The drug is C[C@]12CC(=O)[C@H]3[C@@H](CCC4=CC(=O)CC[C@@]43C)[C@@H]1CC[C@]2(O)C(=O)CO. The log10(clearance) is 1.24.